Dataset: Forward reaction prediction with 1.9M reactions from USPTO patents (1976-2016). Task: Predict the product of the given reaction. (1) The product is: [CH2:1]([O:3][C:4](=[O:17])[C:5]1[CH:10]=[C:9]([C:22]2[CH:27]=[CH:26][C:25]3[O:29][CH2:30][O:31][C:24]=3[CH:23]=2)[C:8]([O:12][CH2:13][O:14][CH3:15])=[C:7]([C:22]2[CH:23]=[CH:24][C:25]3[O:29][CH2:30][O:31][C:26]=3[CH:27]=2)[CH:6]=1)[CH3:2]. Given the reactants [CH2:1]([O:3][C:4](=[O:17])[C:5]1[CH:10]=[C:9](I)[C:8]([O:12][CH2:13][O:14][CH3:15])=[C:7](Br)[CH:6]=1)[CH3:2].C(OC(=O)[C:22]1[CH:27]=[C:26](Br)[C:25]([O:29][CH2:30][O:31]C)=[C:24](Br)[CH:23]=1)C, predict the reaction product. (2) Given the reactants [Br:1][C:2]1[CH:3]=[C:4]2[C:8](=[C:9]([C:11]([NH2:13])=[O:12])[CH:10]=1)[NH:7][CH:6]=[C:5]2[CH:14]1[CH2:19][CH2:18][N:17]([S:20]([CH2:23][CH2:24][CH2:25]Cl)(=[O:22])=[O:21])[CH2:16][CH2:15]1.[CH3:27][O-:28].[Na+], predict the reaction product. The product is: [Br:1][C:2]1[CH:3]=[C:4]2[C:8](=[C:9]([C:11]([NH2:13])=[O:12])[CH:10]=1)[NH:7][CH:6]=[C:5]2[CH:14]1[CH2:19][CH2:18][N:17]([S:20]([CH2:23][CH2:24][CH2:25][O:28][CH3:27])(=[O:22])=[O:21])[CH2:16][CH2:15]1. (3) The product is: [N:13]1([C:9](=[O:11])[CH2:8][C:5]2[CH:4]=[CH:3][C:2]([Br:1])=[CH:7][CH:6]=2)[CH2:16][CH2:15][CH2:14]1. Given the reactants [Br:1][C:2]1[CH:7]=[CH:6][C:5]([CH2:8][C:9]([OH:11])=O)=[CH:4][CH:3]=1.Cl.[NH:13]1[CH2:16][CH2:15][CH2:14]1.CN(C(ON1N=NC2C=CC=NC1=2)=[N+](C)C)C.F[P-](F)(F)(F)(F)F.CN1CCOCC1, predict the reaction product.